This data is from In vitro SARS-CoV-2 activity screen of 1,480 approved drugs from Prestwick library. The task is: Binary Classification. Given a drug SMILES string, predict its activity (active/inactive) in a high-throughput screening assay against a specified biological target. (1) The drug is CCCCC(=O)O[C@H]1CC[C@H]2[C@@H]3CCc4cc(O)ccc4[C@H]3CC[C@]12C. The result is 0 (inactive). (2) The drug is NC(=O)CS(=O)C(c1ccccc1)c1ccccc1. The result is 0 (inactive). (3) The molecule is CN(C)CCCN1c2ccccc2[S@@](=O)c2ccc(Cl)cc21. The result is 0 (inactive). (4) The drug is Cl.Cl.OCCN1CCN(CC/C=C2/c3ccccc3Sc3ccc(C(F)(F)F)cc32)CC1. The result is 0 (inactive). (5) The drug is COc1cc(Cc2cnc(N)nc2N)cc(OC)c1OC. The result is 0 (inactive). (6) The molecule is CC(=O)Nc1ccc(O)cc1. The result is 0 (inactive).